From a dataset of Full USPTO retrosynthesis dataset with 1.9M reactions from patents (1976-2016). Predict the reactants needed to synthesize the given product. (1) Given the product [Cl:20][C:21]1[CH:26]=[CH:25][CH:24]=[C:23]([Cl:27])[C:22]=1[O:28][CH2:30][C:31]1[C:35]([CH2:36][O:37][C:38]2[CH:43]=[CH:42][C:41]([C:44]3[CH:45]=[C:46]4[C:51](=[CH:52][CH:53]=3)[N:50]=[C:49]([C:54]([OH:56])=[O:55])[CH:48]=[CH:47]4)=[CH:40][CH:39]=2)=[C:34]([CH:58]([CH3:60])[CH3:59])[O:33][N:32]=1, predict the reactants needed to synthesize it. The reactants are: C1(P(C2C=CC=CC=2)C2C=CC=CC=2)C=CC=CC=1.[Cl:20][C:21]1[CH:26]=[CH:25][CH:24]=[C:23]([Cl:27])[C:22]=1[OH:28].O[CH2:30][C:31]1[C:35]([CH2:36][O:37][C:38]2[CH:43]=[CH:42][C:41]([C:44]3[CH:45]=[C:46]4[C:51](=[CH:52][CH:53]=3)[N:50]=[C:49]([C:54]([O:56]C)=[O:55])[CH:48]=[CH:47]4)=[CH:40][CH:39]=2)=[C:34]([CH:58]([CH3:60])[CH3:59])[O:33][N:32]=1.N(C(OC(C)C)=O)=NC(OC(C)C)=O.[OH-].[Na+]. (2) Given the product [CH3:36][O:37][CH2:38][CH2:39][CH2:40][C:41]1[CH:46]=[CH:45][C:44]([C:47]2[CH:52]=[CH:51][C:50]([C:53]3([C:56]([OH:58])=[O:57])[CH2:55][CH2:54]3)=[CH:49][CH:48]=2)=[CH:43][CH:42]=1, predict the reactants needed to synthesize it. The reactants are: CC1(C)C(C)(C)OB(C2C=CC(C3(C(OCC)=O)CC3)=CC=2)O1.BrC1C=CC(CCCOC)=CC=1.[CH3:36][O:37][CH2:38][CH2:39][CH2:40][C:41]1[CH:46]=[CH:45][C:44]([C:47]2[CH:52]=[CH:51][C:50]([C:53]3([C:56]([O:58]CC)=[O:57])[CH2:55][CH2:54]3)=[CH:49][CH:48]=2)=[CH:43][CH:42]=1.[OH-].[Li+].